Dataset: Catalyst prediction with 721,799 reactions and 888 catalyst types from USPTO. Task: Predict which catalyst facilitates the given reaction. Reactant: [C:1]([N:4]1[CH2:9][CH2:8][O:7][C:6]2[CH:10]=[CH:11][C:12]([C:14]3[S:15][C:16](Cl)=[C:17]([C:19]([O:21][CH2:22][CH3:23])=[O:20])[N:18]=3)=[CH:13][C:5]1=2)(=[O:3])[CH3:2].[CH3:25][NH:26][CH2:27][CH2:28][O:29][C:30]1[CH:35]=[CH:34][CH:33]=[CH:32][CH:31]=1. Product: [C:1]([N:4]1[CH2:9][CH2:8][O:7][C:6]2[CH:10]=[CH:11][C:12]([C:14]3[S:15][C:16]([N:26]([CH3:25])[CH2:27][CH2:28][O:29][C:30]4[CH:35]=[CH:34][CH:33]=[CH:32][CH:31]=4)=[C:17]([C:19]([O:21][CH2:22][CH3:23])=[O:20])[N:18]=3)=[CH:13][C:5]1=2)(=[O:3])[CH3:2]. The catalyst class is: 3.